From a dataset of Forward reaction prediction with 1.9M reactions from USPTO patents (1976-2016). Predict the product of the given reaction. (1) Given the reactants [N:1]1([CH:6]2[C:15]3[C:10](=[CH:11][CH:12]=[CH:13][CH:14]=3)[NH:9][C:8](=O)[C:7]2([CH3:18])[CH3:17])[CH:5]=[CH:4][N:3]=[CH:2]1.B.C1COCC1.Cl.[H][H].[OH-].[Na+], predict the reaction product. The product is: [N:1]1([CH:6]2[C:15]3[C:10](=[CH:11][CH:12]=[CH:13][CH:14]=3)[NH:9][CH2:8][C:7]2([CH3:18])[CH3:17])[CH:5]=[CH:4][N:3]=[CH:2]1. (2) Given the reactants C1(C2[O:12][C@H:11]3[CH2:13][C@@H:14]([N:17]4[CH:22]=[CH:21][C:20](=[O:23])[NH:19][C:18]4=[O:24])[CH2:15][O:16][C@@H:10]3[CH2:9][O:8]2)C=CC=CC=1.Cl, predict the reaction product. The product is: [OH:12][C@@H:11]1[C@@H:10]([CH2:9][OH:8])[O:16][CH2:15][C@H:14]([N:17]2[CH:22]=[CH:21][C:20](=[O:23])[NH:19][C:18]2=[O:24])[CH2:13]1. (3) Given the reactants [Br:1][CH:2]([CH2:6][CH:7]1[CH2:11][CH2:10][CH2:9][CH2:8]1)[C:3](Cl)=[O:4].CN1CCOCC1.[N:19]1[CH:24]=[CH:23][N:22]=[CH:21][C:20]=1[NH2:25], predict the reaction product. The product is: [Br:1][CH:2]([CH2:6][CH:7]1[CH2:11][CH2:10][CH2:9][CH2:8]1)[C:3]([NH:25][C:20]1[CH:21]=[N:22][CH:23]=[CH:24][N:19]=1)=[O:4]. (4) Given the reactants Cl.[O:2]1[C:8]2[CH:9]=[CH:10][C:11]([C:13]3[CH:14]=[C:15]4[NH:21][C:20]([NH:22]C(=O)OCC5C=CC=CC=5)=[N:19][C:16]4=[N:17][CH:18]=3)=[CH:12][C:7]=2[CH2:6][NH:5][CH2:4][CH2:3]1.Cl[C:34]1[C:39]([CH:40]([CH3:42])[CH3:41])=[C:38]([CH3:43])[N:37]=[C:36]([NH2:44])[N:35]=1.C(N(C(C)C)CC)(C)C, predict the reaction product. The product is: [NH2:44][C:36]1[N:35]=[C:34]([N:5]2[CH2:6][C:7]3[CH:12]=[C:11]([C:13]4[CH:14]=[C:15]5[N:21]=[C:20]([NH2:22])[NH:19][C:16]5=[N:17][CH:18]=4)[CH:10]=[CH:9][C:8]=3[O:2][CH2:3][CH2:4]2)[C:39]([CH:40]([CH3:41])[CH3:42])=[C:38]([CH3:43])[N:37]=1. (5) Given the reactants [Cl:1][C:2]1[CH:3]=[C:4]([NH:10][C:11]([C@@H:13]2[CH2:17][CH2:16][N:15]([C:18](=[O:28])[C:19](=[O:27])[NH:20][C@H:21]([CH3:26])[C:22]([F:25])([F:24])[F:23])[C@H:14]2[CH3:29])=[O:12])[CH:5]=[C:6]([F:9])[C:7]=1[F:8].ClC1C=C(NC([C@H]2CCN(C(=O)C(=O)N[C@H](C)C(F)(F)F)[C@H]2C)=O)C=C(F)C=1F, predict the reaction product. The product is: [Cl:1][C:2]1[CH:3]=[C:4]([NH:10][C:11]([CH:13]2[CH2:17][CH2:16][N:15]([C:18](=[O:28])[C:19](=[O:27])[NH:20][C@H:21]([CH3:26])[C:22]([F:25])([F:23])[F:24])[C@H:14]2[CH3:29])=[O:12])[CH:5]=[C:6]([F:9])[C:7]=1[F:8]. (6) Given the reactants [O:1]=[C:2]1[CH2:10][C:9]2[C:4](=[CH:5][C:6]([C:11]([OH:13])=[O:12])=[CH:7][CH:8]=2)[NH:3]1.[O:14]=[C:15]1[C:20]2=[CH:21][NH:22][C:23]([CH:24]=O)=[C:19]2[CH2:18][CH2:17][O:16]1, predict the reaction product. The product is: [O:1]=[C:2]1[C:10](=[CH:24][C:23]2[NH:22][CH:21]=[C:20]3[C:15](=[O:14])[O:16][CH2:17][CH2:18][C:19]=23)[C:9]2[C:4](=[CH:5][C:6]([C:11]([OH:13])=[O:12])=[CH:7][CH:8]=2)[NH:3]1. (7) The product is: [CH:6]1([C:9]2[CH:10]=[CH:11][C:12]([CH2:15][CH2:16][CH2:17][CH2:18][OH:19])=[CH:13][CH:14]=2)[CH2:8][CH2:7]1. Given the reactants O.NN.[OH-].[K+].[CH:6]1([C:9]2[CH:14]=[CH:13][C:12]([C:15](=O)[CH2:16][CH2:17][CH2:18][OH:19])=[CH:11][CH:10]=2)[CH2:8][CH2:7]1.O, predict the reaction product. (8) Given the reactants C[O:2][C:3]([C:5]1[CH:34]=[CH:33][C:8]([CH2:9][NH:10][C:11]([C:13]2[CH:21]=[CH:20][C:19]3[CH2:22][NH:23][CH:24]([C:26]([O:28][C:29]([CH3:32])([CH3:31])[CH3:30])=[O:27])[CH2:25][N:17]4[C:18]=3[C:14]=2[CH:15]=[CH:16]4)=[O:12])=[CH:7][CH:6]=1)=[O:4].[OH-].[Li+], predict the reaction product. The product is: [C:29]([O:28][C:26]([CH:24]1[NH:23][CH2:22][C:19]2=[C:18]3[C:14](=[C:13]([C:11]([NH:10][CH2:9][C:8]4[CH:7]=[CH:6][C:5]([C:3]([OH:4])=[O:2])=[CH:34][CH:33]=4)=[O:12])[CH:21]=[CH:20]2)[CH:15]=[CH:16][N:17]3[CH2:25]1)=[O:27])([CH3:32])([CH3:30])[CH3:31]. (9) The product is: [Cl:16][CH2:17][CH2:18][O:19][CH2:20][CH2:21][S:13][C:7]1[C:6]2[C:11](=[CH:12][C:3]([C:2]([F:1])([F:14])[F:15])=[CH:4][CH:5]=2)[N:10]=[CH:9][CH:8]=1. Given the reactants [F:1][C:2]([F:15])([F:14])[C:3]1[CH:12]=[C:11]2[C:6]([C:7]([SH:13])=[CH:8][CH:9]=[N:10]2)=[CH:5][CH:4]=1.[Cl:16][CH2:17][CH2:18][O:19][CH2:20][CH2:21]Cl.C([O-])([O-])=O.[Cs+].[Cs+].[Na+].[I-], predict the reaction product.